From a dataset of Peptide-MHC class I binding affinity with 185,985 pairs from IEDB/IMGT. Regression. Given a peptide amino acid sequence and an MHC pseudo amino acid sequence, predict their binding affinity value. This is MHC class I binding data. (1) The peptide sequence is YTGDFDSVV. The MHC is Patr-B0101 with pseudo-sequence Patr-B0101. The binding affinity (normalized) is 0.0668. (2) The peptide sequence is ATNNVFRLK. The MHC is HLA-A68:01 with pseudo-sequence HLA-A68:01. The binding affinity (normalized) is 0.773. (3) The peptide sequence is VFAVLSIVNR. The MHC is HLA-B57:01 with pseudo-sequence HLA-B57:01. The binding affinity (normalized) is 0.267. (4) The peptide sequence is MGITAEWLW. The MHC is HLA-B57:01 with pseudo-sequence HLA-B57:01. The binding affinity (normalized) is 0.800. (5) The peptide sequence is SHEGEGIPL. The MHC is HLA-B58:01 with pseudo-sequence HLA-B58:01. The binding affinity (normalized) is 0.0847. (6) The peptide sequence is TPALATRGF. The MHC is HLA-B08:02 with pseudo-sequence HLA-B08:02. The binding affinity (normalized) is 0.0847. (7) The MHC is HLA-A02:02 with pseudo-sequence HLA-A02:02. The binding affinity (normalized) is 0.362. The peptide sequence is SLVKESMASL. (8) The peptide sequence is RSLPNWQQM. The MHC is H-2-Db with pseudo-sequence H-2-Db. The binding affinity (normalized) is 0.572. (9) The peptide sequence is SRDKTIIMW. The MHC is HLA-B58:01 with pseudo-sequence HLA-B58:01. The binding affinity (normalized) is 0.0847. (10) The peptide sequence is VSIRGSHHK. The MHC is BoLA-T2a with pseudo-sequence BoLA-T2a. The binding affinity (normalized) is 0.460.